From a dataset of Full USPTO retrosynthesis dataset with 1.9M reactions from patents (1976-2016). Predict the reactants needed to synthesize the given product. (1) The reactants are: [Br:1][C:2]1[CH:15]=[CH:14][C:13]2[O:12][C:11]3[C:6](=[N+:7]([O-])[CH:8]=[CH:9][C:10]=3[N+:16]([O-:18])=[O:17])[C:5](=[O:20])[C:4]=2[CH:3]=1.P(Cl)(Cl)([Cl:23])=O. Given the product [Br:1][C:2]1[CH:15]=[CH:14][C:13]2[O:12][C:11]3[C:6](=[N:7][C:8]([Cl:23])=[CH:9][C:10]=3[N+:16]([O-:18])=[O:17])[C:5](=[O:20])[C:4]=2[CH:3]=1, predict the reactants needed to synthesize it. (2) Given the product [C:15]([O:19][C:20]([N:22]1[CH2:28][CH2:27][CH2:26][N:25]([C:2]2[C:3]([OH:13])=[C:4]([CH3:12])[CH:5]=[C:6]3[C:11]=2[N:10]=[CH:9][CH:8]=[CH:7]3)[CH2:24][CH2:23]1)=[O:21])([CH3:18])([CH3:16])[CH3:17], predict the reactants needed to synthesize it. The reactants are: Br[C:2]1[C:3]([O:13]C)=[C:4]([CH3:12])[CH:5]=[C:6]2[C:11]=1[N:10]=[CH:9][CH:8]=[CH:7]2.[C:15]([O:19][C:20]([N:22]1[CH2:28][CH2:27][CH2:26][NH:25][CH2:24][CH2:23]1)=[O:21])([CH3:18])([CH3:17])[CH3:16]. (3) Given the product [NH2:11][C:5]1[CH:4]=[CH:3][C:2]([Cl:1])=[CH:13][C:6]=1[C:7]([NH:15][CH:16]1[CH2:21][CH2:20][C:19](=[O:22])[NH:18][C:17]1=[O:23])=[O:9], predict the reactants needed to synthesize it. The reactants are: [Cl:1][C:2]1[CH:13]=[C:6]2[C:7]([O:9]C(=O)[NH:11][C:5]2=[CH:4][CH:3]=1)=O.Cl.[NH2:15][CH:16]1[CH2:21][CH2:20][C:19](=[O:22])[NH:18][C:17]1=[O:23].C(N(CC)CC)C.C(O)(=O)C. (4) Given the product [CH2:13]1[C@@H:11]2[CH2:12][NH:8][CH2:9][C@@H:10]2[CH2:15][N:14]1[C:16]([O:18][C:19]([CH3:22])([CH3:21])[CH3:20])=[O:17], predict the reactants needed to synthesize it. The reactants are: C([N:8]1[CH2:12][C@@H:11]2[CH2:13][N:14]([C:16]([O:18][C:19]([CH3:22])([CH3:21])[CH3:20])=[O:17])[CH2:15][C@@H:10]2[CH2:9]1)C1C=CC=CC=1. (5) The reactants are: [CH3:1][N:2]([CH3:15])[CH2:3][CH2:4][N:5]1[C:13]2[C:8](=[CH:9][C:10]([NH2:14])=[CH:11][CH:12]=2)[CH:7]=[N:6]1.[O:16]([C:23]1[CH:28]=[CH:27][C:26]([CH2:29][C:30](O)=[O:31])=[CH:25][CH:24]=1)[C:17]1[CH:22]=[CH:21][CH:20]=[CH:19][CH:18]=1.Cl.C(N=C=NC(C)(C)CC)C.ON1C2C=CC=CC=2N=N1.CN1CCOCC1. Given the product [CH3:1][N:2]([CH3:15])[CH2:3][CH2:4][N:5]1[C:13]2[C:8](=[CH:9][C:10]([NH:14][C:30](=[O:31])[CH2:29][C:26]3[CH:27]=[CH:28][C:23]([O:16][C:17]4[CH:18]=[CH:19][CH:20]=[CH:21][CH:22]=4)=[CH:24][CH:25]=3)=[CH:11][CH:12]=2)[CH:7]=[N:6]1, predict the reactants needed to synthesize it. (6) Given the product [CH:1]1([CH2:6][C@H:7]([C:21]2[CH:26]=[CH:25][C:24]([S:27]([CH3:30])(=[O:28])=[O:29])=[CH:23][CH:22]=2)[C:8]([NH:10][C:11]2[S:12][C:13]([S:16][CH2:17][C:18]([N:31]3[CH2:36][CH2:35][O:34][CH2:33][CH2:32]3)=[O:20])=[CH:14][N:15]=2)=[O:9])[CH2:5][CH2:4][CH2:3][CH2:2]1, predict the reactants needed to synthesize it. The reactants are: [CH:1]1([CH2:6][C@H:7]([C:21]2[CH:26]=[CH:25][C:24]([S:27]([CH3:30])(=[O:29])=[O:28])=[CH:23][CH:22]=2)[C:8]([NH:10][C:11]2[S:12][C:13]([S:16][CH2:17][C:18]([OH:20])=O)=[CH:14][N:15]=2)=[O:9])[CH2:5][CH2:4][CH2:3][CH2:2]1.[NH:31]1[CH2:36][CH2:35][O:34][CH2:33][CH2:32]1. (7) Given the product [CH2:36]([CH:43]1[CH2:48][CH2:47][N:46]([C:12]2[CH:13]=[C:14]([F:21])[C:15]([O:19][CH3:20])=[CH:16][C:17]=2[F:18])[CH2:45][CH2:44]1)[C:37]1[CH:42]=[CH:41][CH:40]=[CH:39][CH:38]=1, predict the reactants needed to synthesize it. The reactants are: BrC1C=CC(OC)=C(C)C=1.Br[C:12]1[C:17]([F:18])=[CH:16][C:15]([O:19][CH3:20])=[C:14]([F:21])[CH:13]=1.C(N1CCNCC1)CC1C=CC=CC=1.[CH2:36]([CH:43]1[CH2:48][CH2:47][NH:46][CH2:45][CH2:44]1)[C:37]1[CH:42]=[CH:41][CH:40]=[CH:39][CH:38]=1.